This data is from Peptide-MHC class I binding affinity with 185,985 pairs from IEDB/IMGT. The task is: Regression. Given a peptide amino acid sequence and an MHC pseudo amino acid sequence, predict their binding affinity value. This is MHC class I binding data. (1) The peptide sequence is VHSDAAKQI. The MHC is Mamu-B1001 with pseudo-sequence Mamu-B1001. The binding affinity (normalized) is 0.444. (2) The peptide sequence is KLEYLAPSY. The MHC is HLA-B08:01 with pseudo-sequence HLA-B08:01. The binding affinity (normalized) is 0.0847.